This data is from Forward reaction prediction with 1.9M reactions from USPTO patents (1976-2016). The task is: Predict the product of the given reaction. (1) The product is: [CH:19]1([C:2]2[CH:3]=[C:4]([C:8]3[CH:9]=[C:10]4[C:14](=[CH:15][CH:16]=3)[N:13]([CH3:17])[C:12](=[O:18])[CH2:11]4)[CH:5]=[N:6][CH:7]=2)[CH2:21][CH2:20]1. Given the reactants Br[C:2]1[CH:3]=[C:4]([C:8]2[CH:9]=[C:10]3[C:14](=[CH:15][CH:16]=2)[N:13]([CH3:17])[C:12](=[O:18])[CH2:11]3)[CH:5]=[N:6][CH:7]=1.[CH:19]1([B-](F)(F)F)[CH2:21][CH2:20]1.[K+].C1COCC1.P([O-])([O-])([O-])=O.[K+].[K+].[K+], predict the reaction product. (2) The product is: [Br:1][C:2]1[CH:10]=[CH:9][C:5]([CH2:6][OH:7])=[CH:4][C:3]=1[F:11]. Given the reactants [Br:1][C:2]1[CH:10]=[CH:9][C:5]([C:6](O)=[O:7])=[CH:4][C:3]=1[F:11].[BH4-].[Na+].II, predict the reaction product. (3) Given the reactants [CH:1]([NH2:4])([CH3:3])[CH3:2].C[Al](C)C.C([O:11][C:12]([C:14]1[CH:19]=[CH:18][C:17]([O:20][CH2:21][C:22]2[C:23]([C:29]3[CH:34]=[CH:33][C:32]([F:35])=[CH:31][CH:30]=3)=[N:24][O:25][C:26]=2[CH2:27][OH:28])=[CH:16][N:15]=1)=O)C, predict the reaction product. The product is: [CH:1]([NH:4][C:12]([C:14]1[CH:19]=[CH:18][C:17]([O:20][CH2:21][C:22]2[C:23]([C:29]3[CH:30]=[CH:31][C:32]([F:35])=[CH:33][CH:34]=3)=[N:24][O:25][C:26]=2[CH2:27][OH:28])=[CH:16][N:15]=1)=[O:11])([CH3:3])[CH3:2]. (4) The product is: [CH2:21]([O:28][NH:29][CH:15]1[CH2:14][CH2:13][CH2:12][C:11]2[N:10]=[C:9]([O:8][CH2:1][C:2]3[CH:7]=[CH:6][CH:5]=[CH:4][CH:3]=3)[CH:18]=[CH:17][C:16]1=2)[C:22]1[CH:27]=[CH:26][CH:25]=[CH:24][CH:23]=1. Given the reactants [CH2:1]([O:8][C:9]1[CH:18]=[CH:17][C:16]2[C:15](=O)[CH2:14][CH2:13][CH2:12][C:11]=2[N:10]=1)[C:2]1[CH:7]=[CH:6][CH:5]=[CH:4][CH:3]=1.Cl.[CH2:21]([O:28][NH2:29])[C:22]1[CH:27]=[CH:26][CH:25]=[CH:24][CH:23]=1, predict the reaction product. (5) The product is: [CH2:35]([O:34][C:32]([N:1]1[CH2:6][CH2:5][CH:4]([NH:7][C:8]([C:10]2[C:14]3[N:15]=[CH:16][N:17]=[C:18]([C:19]4[C:27]5[O:26][CH2:25][O:24][C:23]=5[CH:22]=[CH:21][C:20]=4[O:28][CH2:29][CH3:30])[C:13]=3[NH:12][CH:11]=2)=[O:9])[CH2:3][CH2:2]1)=[O:33])[CH3:36]. Given the reactants [NH:1]1[CH2:6][CH2:5][CH:4]([NH:7][C:8]([C:10]2[C:14]3[N:15]=[CH:16][N:17]=[C:18]([C:19]4[C:27]5[O:26][CH2:25][O:24][C:23]=5[CH:22]=[CH:21][C:20]=4[O:28][CH2:29][CH3:30])[C:13]=3[NH:12][CH:11]=2)=[O:9])[CH2:3][CH2:2]1.Cl[C:32]([O:34][CH2:35][CH3:36])=[O:33], predict the reaction product. (6) The product is: [OH:8][CH2:9][CH2:10][C@@H:11]1[CH2:23][C:22]2[C:21]3[C:20]([O:24][CH:25]4[CH2:26][CH2:27][CH:28]([NH:31][C:32](=[O:38])[O:33][C:34]([CH3:36])([CH3:35])[CH3:37])[CH2:29][CH2:30]4)=[N:19][CH:18]=[N:17][C:16]=3[S:15][C:14]=2[CH2:13][CH2:12]1. Given the reactants [Si]([O:8][CH2:9][CH2:10][C@@H:11]1[CH2:23][C:22]2[C:21]3[C:20]([O:24][CH:25]4[CH2:30][CH2:29][CH:28]([NH:31][C:32](=[O:38])[O:33][C:34]([CH3:37])([CH3:36])[CH3:35])[CH2:27][CH2:26]4)=[N:19][CH:18]=[N:17][C:16]=3[S:15][C:14]=2[CH2:13][CH2:12]1)(C(C)(C)C)(C)C.CCCC[N+](CCCC)(CCCC)CCCC.[F-], predict the reaction product. (7) Given the reactants Cl[C:2]1[C:11]([Cl:12])=[N:10][C:9]2[C:4](=[CH:5][CH:6]=[CH:7][CH:8]=2)[N:3]=1.[Cl:13][C:14]1[N:19]=[CH:18][C:17]([S:20]([NH2:23])(=[O:22])=[O:21])=[CH:16][CH:15]=1.C([O-])([O-])=O.[K+].[K+].CS(C)=O, predict the reaction product. The product is: [Cl:13][C:14]1[N:19]=[CH:18][C:17]([S:20]([NH:23][C:2]2[C:11]([Cl:12])=[N:10][C:9]3[C:4](=[CH:5][CH:6]=[CH:7][CH:8]=3)[N:3]=2)(=[O:21])=[O:22])=[CH:16][CH:15]=1.